From a dataset of Reaction yield outcomes from USPTO patents with 853,638 reactions. Predict the reaction yield, written as a fraction of the theoretical maximum amount of product (1.0 means a 100% yield; for example, 0.34 means a 34% yield). (1) The yield is 1.00. The product is [O:3]1[C:4]2([CH2:9][CH2:8][CH:7]([NH:15][CH2:12][CH2:13][CH3:14])[CH2:6][CH2:5]2)[O:11][CH2:1][CH2:2]1. The catalyst is CO.[Pd]. The reactants are [CH2:1]1[O:11][C:4]2([CH2:9][CH2:8][C:7](=O)[CH2:6][CH2:5]2)[O:3][CH2:2]1.[CH2:12]([NH2:15])[CH2:13][CH3:14].[H][H]. (2) The reactants are [O:1]1[C:5]2[CH:6]=[CH:7][CH:8]=[CH:9][C:4]=2[CH2:3][CH2:2]1.[Br:10]Br.C(=O)(O)[O-].[Na+]. The catalyst is C(O)(=O)C. The product is [Br:10][C:8]1[CH:7]=[CH:6][C:5]2[O:1][CH2:2][CH2:3][C:4]=2[CH:9]=1. The yield is 0.280.